This data is from NCI-60 drug combinations with 297,098 pairs across 59 cell lines. The task is: Regression. Given two drug SMILES strings and cell line genomic features, predict the synergy score measuring deviation from expected non-interaction effect. Synergy scores: CSS=57.6, Synergy_ZIP=5.09, Synergy_Bliss=5.72, Synergy_Loewe=-47.1, Synergy_HSA=3.84. Drug 1: CCCCCOC(=O)NC1=NC(=O)N(C=C1F)C2C(C(C(O2)C)O)O. Drug 2: CC1C(C(CC(O1)OC2CC(CC3=C2C(=C4C(=C3O)C(=O)C5=CC=CC=C5C4=O)O)(C(=O)C)O)N)O. Cell line: COLO 205.